Dataset: NCI-60 drug combinations with 297,098 pairs across 59 cell lines. Task: Regression. Given two drug SMILES strings and cell line genomic features, predict the synergy score measuring deviation from expected non-interaction effect. (1) Drug 1: CC1C(C(CC(O1)OC2CC(OC(C2O)C)OC3=CC4=CC5=C(C(=O)C(C(C5)C(C(=O)C(C(C)O)O)OC)OC6CC(C(C(O6)C)O)OC7CC(C(C(O7)C)O)OC8CC(C(C(O8)C)O)(C)O)C(=C4C(=C3C)O)O)O)O. Drug 2: COCCOC1=C(C=C2C(=C1)C(=NC=N2)NC3=CC=CC(=C3)C#C)OCCOC.Cl. Cell line: OVCAR3. Synergy scores: CSS=53.0, Synergy_ZIP=-0.721, Synergy_Bliss=-2.58, Synergy_Loewe=-17.8, Synergy_HSA=-1.09. (2) Drug 1: CCC1(CC2CC(C3=C(CCN(C2)C1)C4=CC=CC=C4N3)(C5=C(C=C6C(=C5)C78CCN9C7C(C=CC9)(C(C(C8N6C)(C(=O)OC)O)OC(=O)C)CC)OC)C(=O)OC)O.OS(=O)(=O)O. Drug 2: CCCCC(=O)OCC(=O)C1(CC(C2=C(C1)C(=C3C(=C2O)C(=O)C4=C(C3=O)C=CC=C4OC)O)OC5CC(C(C(O5)C)O)NC(=O)C(F)(F)F)O. Cell line: SF-539. Synergy scores: CSS=24.4, Synergy_ZIP=-2.59, Synergy_Bliss=-4.52, Synergy_Loewe=-8.95, Synergy_HSA=-5.69. (3) Drug 1: C1=CC=C(C=C1)NC(=O)CCCCCCC(=O)NO. Drug 2: CC1=C(N=C(N=C1N)C(CC(=O)N)NCC(C(=O)N)N)C(=O)NC(C(C2=CN=CN2)OC3C(C(C(C(O3)CO)O)O)OC4C(C(C(C(O4)CO)O)OC(=O)N)O)C(=O)NC(C)C(C(C)C(=O)NC(C(C)O)C(=O)NCCC5=NC(=CS5)C6=NC(=CS6)C(=O)NCCC[S+](C)C)O. Cell line: HCT-15. Synergy scores: CSS=22.8, Synergy_ZIP=-6.64, Synergy_Bliss=3.75, Synergy_Loewe=0.766, Synergy_HSA=4.59. (4) Cell line: MALME-3M. Drug 1: C1=CC(=CC=C1C#N)C(C2=CC=C(C=C2)C#N)N3C=NC=N3. Drug 2: C1CC(C1)(C(=O)O)C(=O)O.[NH2-].[NH2-].[Pt+2]. Synergy scores: CSS=4.50, Synergy_ZIP=-1.58, Synergy_Bliss=-5.07, Synergy_Loewe=-7.15, Synergy_HSA=-7.23. (5) Drug 1: CS(=O)(=O)C1=CC(=C(C=C1)C(=O)NC2=CC(=C(C=C2)Cl)C3=CC=CC=N3)Cl. Drug 2: CN(C)N=NC1=C(NC=N1)C(=O)N. Cell line: MOLT-4. Synergy scores: CSS=11.5, Synergy_ZIP=-2.51, Synergy_Bliss=0.292, Synergy_Loewe=0.312, Synergy_HSA=0.548. (6) Drug 1: CC1=C2C(C(=O)C3(C(CC4C(C3C(C(C2(C)C)(CC1OC(=O)C(C(C5=CC=CC=C5)NC(=O)OC(C)(C)C)O)O)OC(=O)C6=CC=CC=C6)(CO4)OC(=O)C)O)C)O. Drug 2: C(CCl)NC(=O)N(CCCl)N=O. Cell line: SK-MEL-5. Synergy scores: CSS=8.21, Synergy_ZIP=-7.19, Synergy_Bliss=-11.3, Synergy_Loewe=-20.5, Synergy_HSA=-8.74. (7) Drug 1: CC=C1C(=O)NC(C(=O)OC2CC(=O)NC(C(=O)NC(CSSCCC=C2)C(=O)N1)C(C)C)C(C)C. Drug 2: C(CCl)NC(=O)N(CCCl)N=O. Cell line: A549. Synergy scores: CSS=66.5, Synergy_ZIP=2.00, Synergy_Bliss=5.06, Synergy_Loewe=-35.4, Synergy_HSA=3.55.